Dataset: Reaction yield outcomes from USPTO patents with 853,638 reactions. Task: Predict the reaction yield, written as a fraction of the theoretical maximum amount of product (1.0 means a 100% yield; for example, 0.34 means a 34% yield). (1) The reactants are [OH:1][C:2]1[CH:12]=[CH:11][C:5]([C:6]([O:8][CH2:9][CH3:10])=[O:7])=[CH:4][CH:3]=1.[OH-].[Na+].[Cl-].CS(O[CH2:21][CH2:22][NH+:23]([CH3:25])[CH3:24])(=O)=O.C(O)(=O)C. The catalyst is COCCOC. The product is [CH3:24][N:23]([CH3:25])[CH2:22][CH2:21][O:1][C:2]1[CH:3]=[CH:4][C:5]([C:6]([O:8][CH2:9][CH3:10])=[O:7])=[CH:11][CH:12]=1. The yield is 0.920. (2) The reactants are Cl.COCCOC[N:8]([C:23]1[O:27][N:26]=[C:25]([CH3:28])[C:24]=1[CH3:29])[S:9]([C:12]1[S:13][C:14]([C:17]2[CH:22]=[CH:21][CH:20]=[CH:19][CH:18]=2)=[CH:15][CH:16]=1)(=[O:11])=[O:10]. The catalyst is C(O)C. The product is [CH3:28][C:25]1[C:24]([CH3:29])=[C:23]([NH:8][S:9]([C:12]2[S:13][C:14]([C:17]3[CH:22]=[CH:21][CH:20]=[CH:19][CH:18]=3)=[CH:15][CH:16]=2)(=[O:11])=[O:10])[O:27][N:26]=1. The yield is 0.420. (3) The reactants are Br[C:2]1[CH:3]=[C:4]([C:14]([NH:16][CH2:17][C:18]2[C:19](=[O:26])[NH:20][C:21]([CH3:25])=[CH:22][C:23]=2[CH3:24])=[O:15])[C:5]2[CH:10]=[N:9][N:8]([CH:11]([CH3:13])[CH3:12])[C:6]=2[N:7]=1.[CH3:27][N:28]([CH3:50])[CH2:29][CH2:30][CH2:31][NH:32][C:33](=[O:49])[C:34]1[CH:39]=[CH:38][CH:37]=[C:36](B2OC(C)(C)C(C)(C)O2)[CH:35]=1.C([O-])([O-])=O.[Na+].[Na+].CCOC(C)=O. The catalyst is O1CCOCC1.O.C1C=CC([P]([Pd]([P](C2C=CC=CC=2)(C2C=CC=CC=2)C2C=CC=CC=2)([P](C2C=CC=CC=2)(C2C=CC=CC=2)C2C=CC=CC=2)[P](C2C=CC=CC=2)(C2C=CC=CC=2)C2C=CC=CC=2)(C2C=CC=CC=2)C2C=CC=CC=2)=CC=1. The product is [CH3:24][C:23]1[CH:22]=[C:21]([CH3:25])[NH:20][C:19](=[O:26])[C:18]=1[CH2:17][NH:16][C:14]([C:4]1[C:5]2[CH:10]=[N:9][N:8]([CH:11]([CH3:13])[CH3:12])[C:6]=2[N:7]=[C:2]([C:36]2[CH:37]=[CH:38][CH:39]=[C:34]([C:33](=[O:49])[NH:32][CH2:31][CH2:30][CH2:29][N:28]([CH3:50])[CH3:27])[CH:35]=2)[CH:3]=1)=[O:15]. The yield is 0.0900. (4) The reactants are [CH3:1][CH2:2][NH:3][C:4]([C@H:6]1[N:10]([C:11]([C@@H:13]([NH:21][C:22]([C@@H:24]([NH:29][C:30]([C@H:32]([NH:37][C:38]([C@@H:40]([NH:49][C:50]([C@@H:52]([NH:55][C:56]([C@@H:58]([NH:69][C:70]([C@@H:72]([NH:79][C:80]([C@H:82]2[NH:87][C:85](=[O:86])[CH2:84][CH2:83]2)=[O:81])[CH2:73][C:74]2[N:78]=[CH:77][NH:76][CH:75]=2)=[O:71])[CH2:59][C:60]2[C:64]3[CH:65]=[CH:66][CH:67]=[CH:68][C:63]=3[NH:62][CH:61]=2)=[O:57])[CH2:53][OH:54])=[O:51])[CH2:41][C:42]2[CH:43]=[CH:44][C:45]([OH:48])=[CH:46][CH:47]=2)=[O:39])[CH2:33][CH:34]([CH3:36])[CH3:35])=[O:31])[CH2:25][CH:26]([CH3:28])[CH3:27])=[O:23])[CH2:14][CH2:15][CH2:16][NH:17][C:18]([NH2:20])=[NH:19])=[O:12])[CH2:9][CH2:8][CH2:7]1)=[O:5].CC(O)=O.C1C=C2C=C(C(O)=O)C(O)=C(CC3C4C(=CC=CC=4)C=C(C(O)=O)C=3O)C2=CC=1.[Na+]. The catalyst is C(Cl)Cl.C(O)C1C=CC=CC=1. The product is [CH3:1][CH2:2][NH:3][C:4]([C@H:6]1[N:10]([C:11]([C@@H:13]([NH:21][C:22]([C@@H:24]([NH:29][C:30]([C@H:32]([NH:37][C:38]([C@@H:40]([NH:49][C:50]([C@@H:52]([NH:55][C:56]([C@@H:58]([NH:69][C:70]([C@@H:72]([NH:79][C:80]([C@H:82]2[NH:87][C:85](=[O:86])[CH2:84][CH2:83]2)=[O:81])[CH2:73][C:74]2[N:78]=[CH:77][NH:76][CH:75]=2)=[O:71])[CH2:59][C:60]2[C:64]3[CH:65]=[CH:66][CH:67]=[CH:68][C:63]=3[NH:62][CH:61]=2)=[O:57])[CH2:53][OH:54])=[O:51])[CH2:41][C:42]2[CH:47]=[CH:46][C:45]([OH:48])=[CH:44][CH:43]=2)=[O:39])[CH2:33][CH:34]([CH3:36])[CH3:35])=[O:31])[CH2:25][CH:26]([CH3:28])[CH3:27])=[O:23])[CH2:14][CH2:15][CH2:16][NH:17][C:18]([NH2:20])=[NH:19])=[O:12])[CH2:9][CH2:8][CH2:7]1)=[O:5]. The yield is 0.600. (5) The reactants are [Br:1][C:2]1[CH:29]=[N:28][C:5]2=[N:6][C:7]([N:15]3[CH2:18][CH:17]([N:19]([CH3:27])[C:20](=[O:26])[O:21][C:22]([CH3:25])([CH3:24])[CH3:23])[CH2:16]3)=[C:8]([NH:10][C@H:11]([CH3:14])[CH2:12]O)[N:9]=[C:4]2[CH:3]=1.CS(Cl)(=O)=O. The catalyst is C(Cl)Cl. The product is [Br:1][C:2]1[CH:29]=[N:28][C:5]2[N:6]=[C:7]([N:15]3[CH2:18][CH:17]([N:19]([CH3:27])[C:20](=[O:26])[O:21][C:22]([CH3:24])([CH3:23])[CH3:25])[CH2:16]3)[C:8]3[N:9]([CH2:12][C@@H:11]([CH3:14])[N:10]=3)[C:4]=2[CH:3]=1. The yield is 0.880.